Dataset: Full USPTO retrosynthesis dataset with 1.9M reactions from patents (1976-2016). Task: Predict the reactants needed to synthesize the given product. (1) Given the product [C:26]([O:30][C:31](=[O:32])[NH:33][C@H:34]([C:35](=[O:36])[NH:1][C@H:2]([C:3](=[O:4])[NH:5][C:6]1[CH:11]=[CH:10][C:9]([C:12]#[C:13][Si:14]([CH3:17])([CH3:16])[CH3:15])=[CH:8][C:7]=1[Cl:18])[CH2:19][C:20]1[CH:21]=[CH:22][CH:23]=[CH:24][CH:25]=1)[C:38]1[CH:39]=[CH:40][C:41]([O:44][CH2:45][CH2:46][O:47][CH:48]2[CH2:53][CH2:52][CH2:51][CH2:50][O:49]2)=[CH:42][CH:43]=1)([CH3:29])([CH3:27])[CH3:28], predict the reactants needed to synthesize it. The reactants are: [NH2:1][C@@H:2]([CH2:19][C:20]1[CH:25]=[CH:24][CH:23]=[CH:22][CH:21]=1)[C:3]([NH:5][C:6]1[CH:11]=[CH:10][C:9]([C:12]#[C:13][Si:14]([CH3:17])([CH3:16])[CH3:15])=[CH:8][C:7]=1[Cl:18])=[O:4].[C:26]([O:30][C:31]([NH:33][C@H:34]([C:38]1[CH:43]=[CH:42][C:41]([O:44][CH2:45][CH2:46][O:47][CH:48]2[CH2:53][CH2:52][CH2:51][CH2:50][O:49]2)=[CH:40][CH:39]=1)[C:35](O)=[O:36])=[O:32])([CH3:29])([CH3:28])[CH3:27]. (2) Given the product [CH3:1][O:2][C:3]([C:5]1[S:6][C:7]([C:31]#[C:32][C:33]([CH3:36])([CH3:35])[CH3:34])=[CH:8][C:9]=1[N:10]([C@H:20]1[CH2:25][CH2:24][C@H:23]([N:37]=[N+:38]=[N-:39])[CH2:22][CH2:21]1)[C:11]([C@H:13]1[CH2:18][CH2:17][C@H:16]([CH3:19])[CH2:15][CH2:14]1)=[O:12])=[O:4], predict the reactants needed to synthesize it. The reactants are: [CH3:1][O:2][C:3]([C:5]1[S:6][C:7]([C:31]#[C:32][C:33]([CH3:36])([CH3:35])[CH3:34])=[CH:8][C:9]=1[N:10]([C@H:20]1[CH2:25][CH2:24][C@@H:23](OS(C)(=O)=O)[CH2:22][CH2:21]1)[C:11]([C@H:13]1[CH2:18][CH2:17][C@H:16]([CH3:19])[CH2:15][CH2:14]1)=[O:12])=[O:4].[N-:37]=[N+:38]=[N-:39].[Na+]. (3) The reactants are: [NH2:1][C:2]1[N:7]=[C:6](Cl)[CH:5]=[C:4](Cl)[N:3]=1.[NH2:10][C:11]1[CH:12]=[C:13]2[C:17](=[CH:18][CH:19]=1)[NH:16][CH:15]=[CH:14]2.C(N(C(C)C)CC)(C)C. Given the product [NH2:1][C:2]1[N:7]=[C:6]([NH:10][C:11]2[CH:12]=[C:13]3[C:17](=[CH:18][CH:19]=2)[NH:16][CH:15]=[CH:14]3)[CH:5]=[CH:4][N:3]=1, predict the reactants needed to synthesize it. (4) Given the product [F:1][C:2]1([F:31])[CH2:30][CH:5]2[CH:6]([C:20]3[CH:25]=[CH:24][C:23]([O:26][CH2:27][O:28][CH3:29])=[CH:22][CH:21]=3)[O:7][C:8]3[C:9]([CH2:18][OH:43])=[CH:10][C:11]([O:14][CH2:15][O:16][CH3:17])=[CH:12][C:13]=3[CH:4]2[CH2:3]1, predict the reactants needed to synthesize it. The reactants are: [F:1][C:2]1([F:31])[CH2:30][CH:5]2[CH:6]([C:20]3[CH:25]=[CH:24][C:23]([O:26][CH2:27][O:28][CH3:29])=[CH:22][CH:21]=3)[O:7][C:8]3[C:13]([CH:4]2[CH2:3]1)=[CH:12][C:11]([O:14][CH2:15][O:16][CH3:17])=[CH:10][C:9]=3[C:18]#N.C[Li].C([Li])CCC.CN(C=[O:43])C.[BH4-].[Na+]. (5) Given the product [CH3:43][S:44]([OH:47])(=[O:46])=[O:45].[CH3:43][S:44]([OH:47])(=[O:46])=[O:45].[CH3:37][O:36][C:34]1[CH:35]=[C:30]([C:27]2[CH:28]=[CH:29][C:24]([N:22]([CH3:23])[CH2:21][CH2:20][N:19]([C:16]3[CH:15]=[CH:14][C:13]([C:5]4[CH:6]=[C:7]([O:11][CH3:12])[C:8]([O:9][CH3:10])=[C:3]([O:2][CH3:1])[CH:4]=4)=[CH:18][N:17]=3)[CH3:42])=[N:25][CH:26]=2)[CH:31]=[C:32]([O:40][CH3:41])[C:33]=1[O:38][CH3:39], predict the reactants needed to synthesize it. The reactants are: [CH3:1][O:2][C:3]1[CH:4]=[C:5]([C:13]2[CH:14]=[CH:15][C:16]([N:19]([CH3:42])[CH2:20][CH2:21][N:22]([C:24]3[CH:29]=[CH:28][C:27]([C:30]4[CH:35]=[C:34]([O:36][CH3:37])[C:33]([O:38][CH3:39])=[C:32]([O:40][CH3:41])[CH:31]=4)=[CH:26][N:25]=3)[CH3:23])=[N:17][CH:18]=2)[CH:6]=[C:7]([O:11][CH3:12])[C:8]=1[O:9][CH3:10].[CH3:43][S:44]([OH:47])(=[O:46])=[O:45].